Dataset: Forward reaction prediction with 1.9M reactions from USPTO patents (1976-2016). Task: Predict the product of the given reaction. (1) Given the reactants [Cl:1][C:2]1[CH:7]=[C:6]([N+:8]([O-])=O)[CH:5]=[CH:4][C:3]=1[CH2:11][C:12]([O:14][CH3:15])=[O:13], predict the reaction product. The product is: [NH2:8][C:6]1[CH:5]=[CH:4][C:3]([CH2:11][C:12]([O:14][CH3:15])=[O:13])=[C:2]([Cl:1])[CH:7]=1. (2) Given the reactants [O:1]=[C:2]1[C:10]2[C:5](=[CH:6][C:7]([C:11]([OH:13])=O)=[CH:8][CH:9]=2)[CH2:4][O:3]1.[NH2:14][CH:15]1[CH2:20][CH2:19][N:18]([C:21]([O:23][C:24]([CH3:27])([CH3:26])[CH3:25])=[O:22])[CH2:17][CH2:16]1.C1C=CC2N(O)N=NC=2C=1.C(Cl)CCl.CN1CCOCC1, predict the reaction product. The product is: [O:1]=[C:2]1[C:10]2[C:5](=[CH:6][C:7]([C:11]([NH:14][CH:15]3[CH2:16][CH2:17][N:18]([C:21]([O:23][C:24]([CH3:27])([CH3:26])[CH3:25])=[O:22])[CH2:19][CH2:20]3)=[O:13])=[CH:8][CH:9]=2)[CH2:4][O:3]1. (3) Given the reactants [N+:1]([C:4]1[C:13]2[C:8](=[CH:9][CH:10]=[CH:11][CH:12]=2)[C:7]([O:14][CH:15]([C:17]2[CH:22]=[CH:21][N:20]=[C:19]([NH2:23])[CH:18]=2)[CH3:16])=[CH:6][CH:5]=1)([O-])=O.[H][H], predict the reaction product. The product is: [NH2:1][C:4]1[C:13]2[C:8](=[CH:9][CH:10]=[CH:11][CH:12]=2)[C:7]([O:14][CH:15]([C:17]2[CH:22]=[CH:21][N:20]=[C:19]([NH2:23])[CH:18]=2)[CH3:16])=[CH:6][CH:5]=1. (4) Given the reactants [NH:1]1[CH:5]=[CH:4][N:3]=[C:2]1[C:6]1[CH:7]=[CH:8][C:9]([CH3:29])=[C:10]([NH:12][C:13]([C:15]2[CH:20]=[CH:19][C:18]([NH:21]C(=O)OC(C)(C)C)=[CH:17][CH:16]=2)=[O:14])[CH:11]=1.O1CCOCC1, predict the reaction product. The product is: [NH:1]1[CH:5]=[CH:4][N:3]=[C:2]1[C:6]1[CH:7]=[CH:8][C:9]([CH3:29])=[C:10]([NH:12][C:13](=[O:14])[C:15]2[CH:20]=[CH:19][C:18]([NH2:21])=[CH:17][CH:16]=2)[CH:11]=1. (5) Given the reactants COC[O:4][C:5]1[CH:10]=[CH:9][C:8]([C:11]2[C:15]([C:16]3[CH:21]=[CH:20][CH:19]=[CH:18][CH:17]=3)=[C:14]([C:22]3([CH2:25][N:26]4[CH2:31][CH2:30][N:29]([CH3:32])[CH2:28][CH2:27]4)[CH2:24][CH2:23]3)[O:13][N:12]=2)=[CH:7][CH:6]=1.Cl.[OH-].[Na+], predict the reaction product. The product is: [CH3:32][N:29]1[CH2:28][CH2:27][N:26]([CH2:25][C:22]2([C:14]3[O:13][N:12]=[C:11]([C:8]4[CH:9]=[CH:10][C:5]([OH:4])=[CH:6][CH:7]=4)[C:15]=3[C:16]3[CH:21]=[CH:20][CH:19]=[CH:18][CH:17]=3)[CH2:23][CH2:24]2)[CH2:31][CH2:30]1. (6) Given the reactants [Cl:1][C:2]1[CH:3]=[C:4]([C:8]2[N:9]=[C:10]([N:16]3[C:20]4[CH:21]=[C:22]([O:27][CH3:28])[C:23]([O:25][CH3:26])=[CH:24][C:19]=4[N:18]=[CH:17]3)[S:11][C:12]=2[C:13]([OH:15])=O)[CH:5]=[CH:6][CH:7]=1.[NH2:29][C:30]1[CH:35]=[CH:34][N:33]=[CH:32][N:31]=1, predict the reaction product. The product is: [N:33]1[CH:34]=[CH:35][C:30]([NH:29][C:13]([C:12]2[S:11][C:10]([N:16]3[C:20]4[CH:21]=[C:22]([O:27][CH3:28])[C:23]([O:25][CH3:26])=[CH:24][C:19]=4[N:18]=[CH:17]3)=[N:9][C:8]=2[C:4]2[CH:5]=[CH:6][CH:7]=[C:2]([Cl:1])[CH:3]=2)=[O:15])=[N:31][CH:32]=1. (7) Given the reactants [CH3:1][C:2](=[N:5][OH:6])[CH2:3][CH3:4].[Li]CCCC.[Cl:12][C:13]1[C:14]([N:25]2[CH2:30][CH2:29][N:28]([C:31]([O:33][C:34]([CH3:37])([CH3:36])[CH3:35])=[O:32])[CH2:27][CH2:26]2)=[N:15][CH:16]=[C:17](C(N(OC)C)=O)[CH:18]=1.OS(O)(=O)=O.C([O-])(O)=O.[Na+], predict the reaction product. The product is: [Cl:12][C:13]1[C:14]([N:25]2[CH2:30][CH2:29][N:28]([C:31]([O:33][C:34]([CH3:37])([CH3:36])[CH3:35])=[O:32])[CH2:27][CH2:26]2)=[N:15][CH:16]=[C:17]([C:4]2[O:6][N:5]=[C:2]([CH3:1])[CH:3]=2)[CH:18]=1. (8) Given the reactants [CH2:1]([O:8][N:9]1[C:14](=[O:15])[C:13]2[CH:16]=[C:17]([F:21])[C:18](Cl)=[N:19][C:12]=2[N:11]([CH2:22][CH3:23])[C:10]1=[O:24])[C:2]1[CH:7]=[CH:6][CH:5]=[CH:4][CH:3]=1.[NH:25]1[CH2:29][CH2:28][CH2:27][CH2:26]1, predict the reaction product. The product is: [CH2:1]([O:8][N:9]1[C:14](=[O:15])[C:13]2[CH:16]=[C:17]([F:21])[C:18]([N:25]3[CH2:29][CH2:28][CH2:27][CH2:26]3)=[N:19][C:12]=2[N:11]([CH2:22][CH3:23])[C:10]1=[O:24])[C:2]1[CH:7]=[CH:6][CH:5]=[CH:4][CH:3]=1. (9) Given the reactants [CH3:1][N:2]([CH3:21])[CH:3]1[CH2:8][CH2:7][C:6]([C:9]2[C:17]3[C:12](=[CH:13][CH:14]=[C:15]([N+:18]([O-])=O)[CH:16]=3)[NH:11][CH:10]=2)=[CH:5][CH2:4]1.I.CS[C:25]([C:27]1[S:28][CH:29]=[CH:30][CH:31]=1)=[NH:26], predict the reaction product. The product is: [CH3:1][N:2]([CH3:21])[CH:3]1[CH2:8][CH2:7][CH:6]([C:9]2[C:17]3[C:12](=[CH:13][CH:14]=[C:15]([NH:18][C:25]([C:27]4[S:28][CH:29]=[CH:30][CH:31]=4)=[NH:26])[CH:16]=3)[NH:11][CH:10]=2)[CH2:5][CH2:4]1. (10) Given the reactants C(OC([N:8]1[CH2:13][CH2:12][C@@H:11]([C:14]2[CH:15]=[C:16]3[C:25](=[CH:26][C:27]=2[C:28]2[CH:33]=[CH:32][CH:31]=[CH:30][C:29]=2[F:34])[O:24][CH2:23][C:22]2[N:17]3[C@H:18]([CH3:36])[C:19](=[O:35])[NH:20][N:21]=2)[C@@H:10]([CH3:37])[CH2:9]1)=O)(C)(C)C.[ClH:38], predict the reaction product. The product is: [ClH:38].[F:34][C:29]1[CH:30]=[CH:31][CH:32]=[CH:33][C:28]=1[C:27]1[CH:26]=[C:25]2[C:16]([N:17]3[C:22]([CH2:23][O:24]2)=[N:21][NH:20][C:19](=[O:35])[C@H:18]3[CH3:36])=[CH:15][C:14]=1[C@@H:11]1[CH2:12][CH2:13][NH:8][CH2:9][C@@H:10]1[CH3:37].